This data is from Forward reaction prediction with 1.9M reactions from USPTO patents (1976-2016). The task is: Predict the product of the given reaction. Given the reactants [CH2:1]([O:8][C:9]1[CH:10]=[C:11]([CH:14]=[CH:15][C:16]=1[N:17]1[CH2:21][C:20](=[O:22])[N:19]([CH2:23][CH2:24][Si:25]([CH3:28])([CH3:27])[CH3:26])[S:18]1(=[O:30])=[O:29])[CH:12]=[O:13])[C:2]1[CH:7]=[CH:6][CH:5]=[CH:4][CH:3]=1.[N:31]1[CH:36]=[CH:35][CH:34]=[CH:33][C:32]=1[Mg]Br, predict the reaction product. The product is: [CH2:1]([O:8][C:9]1[CH:10]=[C:11]([CH:12]([OH:13])[C:32]2[CH:33]=[CH:34][CH:35]=[CH:36][N:31]=2)[CH:14]=[CH:15][C:16]=1[N:17]1[S:18](=[O:29])(=[O:30])[N:19]([CH2:23][CH2:24][Si:25]([CH3:26])([CH3:27])[CH3:28])[C:20](=[O:22])[CH2:21]1)[C:2]1[CH:7]=[CH:6][CH:5]=[CH:4][CH:3]=1.